Task: Regression. Given two drug SMILES strings and cell line genomic features, predict the synergy score measuring deviation from expected non-interaction effect.. Dataset: NCI-60 drug combinations with 297,098 pairs across 59 cell lines (1) Cell line: SNB-19. Drug 2: COCCOC1=C(C=C2C(=C1)C(=NC=N2)NC3=CC=CC(=C3)C#C)OCCOC.Cl. Drug 1: CNC(=O)C1=CC=CC=C1SC2=CC3=C(C=C2)C(=NN3)C=CC4=CC=CC=N4. Synergy scores: CSS=7.78, Synergy_ZIP=0.173, Synergy_Bliss=4.71, Synergy_Loewe=5.51, Synergy_HSA=5.56. (2) Drug 1: C1=CC(=CC=C1CCC2=CNC3=C2C(=O)NC(=N3)N)C(=O)NC(CCC(=O)O)C(=O)O. Drug 2: COCCOC1=C(C=C2C(=C1)C(=NC=N2)NC3=CC=CC(=C3)C#C)OCCOC.Cl. Cell line: M14. Synergy scores: CSS=22.9, Synergy_ZIP=1.38, Synergy_Bliss=1.03, Synergy_Loewe=-12.1, Synergy_HSA=0.261. (3) Drug 1: CCN(CC)CCNC(=O)C1=C(NC(=C1C)C=C2C3=C(C=CC(=C3)F)NC2=O)C. Drug 2: CC(C)CN1C=NC2=C1C3=CC=CC=C3N=C2N. Synergy scores: CSS=-2.43, Synergy_ZIP=0.0535, Synergy_Bliss=-2.38, Synergy_Loewe=-1.44, Synergy_HSA=-3.72. Cell line: UACC62.